From a dataset of Reaction yield outcomes from USPTO patents with 853,638 reactions. Predict the reaction yield, written as a fraction of the theoretical maximum amount of product (1.0 means a 100% yield; for example, 0.34 means a 34% yield). (1) The reactants are C(O)(C)C.[F:5][C:6]1[CH:11]=[CH:10][CH:9]=[C:8]([F:12])[C:7]=1[N:13]1[C:18]2[N:19]=[C:20]([NH:38][CH2:39][C:40]3[NH:41][CH:42]=[CH:43][N:44]=3)[N:21]=[C:22]([C:23]3[CH:24]=[C:25]([CH:34]=[CH:35][C:36]=3[CH3:37])[C:26]([NH:28][C:29]3[S:30][CH:31]=[CH:32][N:33]=3)=[O:27])[C:17]=2[CH:16]=[CH:15][C:14]1=[O:45].[C:46]([OH:58])(=[O:57])[CH2:47][C:48]([CH2:53][C:54]([OH:56])=[O:55])([C:50]([OH:52])=[O:51])[OH:49]. The catalyst is C1COCC1. The product is [C:46]([OH:58])(=[O:57])[CH2:47][C:48]([CH2:53][C:54]([OH:56])=[O:55])([C:50]([OH:52])=[O:51])[OH:49].[F:5][C:6]1[CH:11]=[CH:10][CH:9]=[C:8]([F:12])[C:7]=1[N:13]1[C:18]2[N:19]=[C:20]([NH:38][CH2:39][C:40]3[NH:44][CH:43]=[CH:42][N:41]=3)[N:21]=[C:22]([C:23]3[CH:24]=[C:25]([CH:34]=[CH:35][C:36]=3[CH3:37])[C:26]([NH:28][C:29]3[S:30][CH:31]=[CH:32][N:33]=3)=[O:27])[C:17]=2[CH:16]=[CH:15][C:14]1=[O:45]. The yield is 0.614. (2) The reactants are [Cl:1][C:2]1[CH:3]=[C:4]([NH:9][C:10]2[C:19]3[C:14](=[CH:15][C:16]([O:23][CH3:24])=[C:17]([N+:20]([O-])=O)[CH:18]=3)[N:13]=[CH:12][C:11]=2[C:25]#[N:26])[CH:5]=[CH:6][C:7]=1[F:8].[Cl-].[NH4+].CO. The catalyst is [Fe].O. The product is [NH2:20][C:17]1[CH:18]=[C:19]2[C:14](=[CH:15][C:16]=1[O:23][CH3:24])[N:13]=[CH:12][C:11]([C:25]#[N:26])=[C:10]2[NH:9][C:4]1[CH:5]=[CH:6][C:7]([F:8])=[C:2]([Cl:1])[CH:3]=1. The yield is 0.850. (3) The reactants are [CH3:1][O:2][C:3]1[C:8]2[O:9][CH2:10][O:11][C:7]=2[CH:6]=[C:5]([CH2:12]O)[CH:4]=1.C([O-])(O)=O.[Na+].O=S(Cl)[Cl:21]. No catalyst specified. The product is [Cl:21][CH2:12][C:5]1[CH:4]=[C:3]([O:2][CH3:1])[C:8]2[O:9][CH2:10][O:11][C:7]=2[CH:6]=1. The yield is 0.940. (4) The reactants are [C:1]1([P:7]([C:14]2[CH:19]=[CH:18][CH:17]=[CH:16][CH:15]=2)[C:8]2[CH:13]=[CH:12][CH:11]=[CH:10][CH:9]=2)[CH:6]=[CH:5][CH:4]=[CH:3][CH:2]=1.O[C:21]([CH2:25][CH2:26][CH:27]=[C:28]([CH2:30][CH2:31][CH:32]=[C:33]([CH3:35])[CH3:34])[CH3:29])([CH:23]=[CH2:24])[CH3:22].[BrH:36].[OH-].[Na+]. The catalyst is C(Cl)Cl.C(O)(=O)C. The product is [Br-:36].[CH2:24]([P+:7]([C:1]1[CH:2]=[CH:3][CH:4]=[CH:5][CH:6]=1)([C:8]1[CH:13]=[CH:12][CH:11]=[CH:10][CH:9]=1)[C:14]1[CH:15]=[CH:16][CH:17]=[CH:18][CH:19]=1)[CH:23]=[C:21]([CH2:25][CH2:26][CH:27]=[C:28]([CH2:30][CH2:31][CH:32]=[C:33]([CH3:34])[CH3:35])[CH3:29])[CH3:22]. The yield is 0.719. (5) The reactants are [C:1]([O:5][C:6]([N:8]1[CH2:12][CH2:11][C@H:10](OS(C2C=CC(C)=CC=2)(=O)=O)[CH2:9]1)=[O:7])([CH3:4])([CH3:3])[CH3:2].[CH3:24][C@H:25]1[CH2:29][CH2:28][CH2:27][NH:26]1.C([O-])([O-])=O.[K+].[K+].O. The catalyst is C(#N)C. The product is [C:1]([O:5][C:6]([N:8]1[CH2:12][CH2:11][C@@H:10]([N:26]2[CH2:27][CH2:28][CH2:29][C@@H:25]2[CH3:24])[CH2:9]1)=[O:7])([CH3:2])([CH3:3])[CH3:4]. The yield is 0.750. (6) The reactants are [CH3:1][S:2][C:3]1[CH:8]=[CH:7][CH:6]=[CH:5][C:4]=1[OH:9].CC(C)([O-])C.[K+].Cl[C:17]1[N:18]=[N+:19]([O-:24])[C:20]([Cl:23])=[CH:21][CH:22]=1.O. The catalyst is O1CCOCC1.CS(C)=O. The product is [Cl:23][C:20]1[N+:19]([O-:24])=[N:18][C:17]([O:9][C:4]2[CH:5]=[CH:6][CH:7]=[CH:8][C:3]=2[S:2][CH3:1])=[CH:22][CH:21]=1. The yield is 0.568. (7) The reactants are [Li+].CC([N-]C(C)C)C.[C:9]([O:14][CH2:15][CH3:16])(=[O:13])[CH:10]([CH3:12])[CH3:11].Br[CH2:18][CH2:19][CH2:20][CH2:21][CH2:22][CH2:23][Br:24].[NH4+].[Cl-]. The catalyst is C1COCC1.CN1C(=O)N(C)CCC1. The product is [Br:24][CH2:23][CH2:22][CH2:21][CH2:20][CH2:19][CH2:18][C:10]([CH3:12])([CH3:11])[C:9]([O:14][CH2:15][CH3:16])=[O:13]. The yield is 0.520. (8) The reactants are C[O:2][CH:3](OC)[CH2:4][N:5]1[CH2:10][C:9]2[CH:11]=[C:12](/[CH:15]=[CH:16]/[C:17]([N:19]([CH3:31])[CH2:20][C:21]3[S:25][C:24]4[CH:26]=[CH:27][CH:28]=[CH:29][C:23]=4[C:22]=3[CH3:30])=[O:18])[CH:13]=[N:14][C:8]=2[NH:7][C:6]1=[O:32].C(O)(C(F)(F)F)=O.O. The catalyst is C(Cl)Cl. The product is [CH3:31][N:19]([CH2:20][C:21]1[S:25][C:24]2[CH:26]=[CH:27][CH:28]=[CH:29][C:23]=2[C:22]=1[CH3:30])[C:17](=[O:18])/[CH:16]=[CH:15]/[C:12]1[CH:13]=[N:14][C:8]2[NH:7][C:6](=[O:32])[N:5]([CH2:4][CH:3]=[O:2])[CH2:10][C:9]=2[CH:11]=1. The yield is 0.990. (9) The reactants are [Cl:1][C:2]1[CH:7]=[CH:6][C:5]([C@@:8]23[O:15][C@@:12]([CH2:16][OH:17])([CH2:13][O:14]2)[C@@H:11]([OH:18])[C@H:10]([OH:19])[C@H:9]3[OH:20])=[CH:4][C:3]=1[CH2:21][C:22]1[CH:27]=[CH:26][C:25]([OH:28])=[CH:24][CH:23]=1.C(=O)([O-])[O-].[K+].[K+].Br[CH2:36][CH2:37][O:38][C:39](=[O:41])[CH3:40].O. The catalyst is C(#N)C.C(OCC)(=O)C. The product is [Cl:1][C:2]1[CH:7]=[CH:6][C:5]([C@@:8]23[O:15][C@@:12]([CH2:16][OH:17])([CH2:13][O:14]2)[C@@H:11]([OH:18])[C@H:10]([OH:19])[C@H:9]3[OH:20])=[CH:4][C:3]=1[CH2:21][C:22]1[CH:23]=[CH:24][C:25]([O:28][CH2:36][CH2:37][O:38][C:39](=[O:41])[CH3:40])=[CH:26][CH:27]=1. The yield is 0.220. (10) The reactants are [CH3:1][O:2][C:3]([CH:5]1[CH2:13][C:12]2[C:7](=[CH:8][CH:9]=[CH:10][C:11]=2[N+:14]([O-])=O)[CH2:6]1)=[O:4].[H][H]. The catalyst is [Pd].C(OCC)(=O)C. The product is [CH3:1][O:2][C:3]([CH:5]1[CH2:13][C:12]2[C:7](=[CH:8][CH:9]=[CH:10][C:11]=2[NH2:14])[CH2:6]1)=[O:4]. The yield is 1.00.